From a dataset of Forward reaction prediction with 1.9M reactions from USPTO patents (1976-2016). Predict the product of the given reaction. The product is: [OH:9][CH2:8][C@@H:3]1[CH2:4][CH2:5][CH2:6][CH2:7][N:2]1[C:19]([C:20]1[CH:25]=[CH:24][CH:23]=[CH:22][CH:21]=1)=[O:26]. Given the reactants Cl.[NH:2]1[CH2:7][CH2:6][CH2:5][CH2:4][C@H:3]1[CH2:8][OH:9].CCN(C(C)C)C(C)C.[C:19](Cl)(=[O:26])[C:20]1[CH:25]=[CH:24][CH:23]=[CH:22][CH:21]=1, predict the reaction product.